From a dataset of Reaction yield outcomes from USPTO patents with 853,638 reactions. Predict the reaction yield, written as a fraction of the theoretical maximum amount of product (1.0 means a 100% yield; for example, 0.34 means a 34% yield). (1) The reactants are [C:1]1([C:7]2[S:11][C:10]([NH:12][C:13]3[O:14][C@:15]4([CH2:23][N:24]=3)[CH:20]3[CH2:21][CH2:22][N:17]([CH2:18][CH2:19]3)[CH2:16]4)=[N:9][CH:8]=2)[CH:6]=[CH:5][CH:4]=[CH:3][CH:2]=1.C1C=C(Cl)C=C(C(OO)=[O:33])C=1. The catalyst is C1COCC1. The product is [C:1]1([C:7]2[S:11][C:10]([NH:12][C:13]3[O:14][C@:15]4([CH2:23][N:24]=3)[CH:20]3[CH2:19][CH2:18][N+:17]([O-:33])([CH2:22][CH2:21]3)[CH2:16]4)=[N:9][CH:8]=2)[CH:2]=[CH:3][CH:4]=[CH:5][CH:6]=1. The yield is 0.278. (2) No catalyst specified. The product is [C:6]([C:10]1[NH:18][C:13]2=[N:14][CH:15]=[CH:16][CH:17]=[C:12]2[C:11]=1[CH:24]=[O:25])([CH3:9])([CH3:7])[CH3:8]. The yield is 0.410. The reactants are P(Cl)(Cl)(Cl)=O.[C:6]([C:10]1[NH:18][C:13]2=[N:14][CH:15]=[CH:16][CH:17]=[C:12]2[CH:11]=1)([CH3:9])([CH3:8])[CH3:7].O.[OH-].[Na+].CN(C)[CH:24]=[O:25].